Dataset: Full USPTO retrosynthesis dataset with 1.9M reactions from patents (1976-2016). Task: Predict the reactants needed to synthesize the given product. (1) Given the product [CH:20]1([CH2:24][CH2:25][NH:26][C:9]([C:6]2[N:7]=[N:8][C:3]([Cl:18])=[CH:4][CH:5]=2)=[O:11])[CH2:23][CH2:22][CH2:21]1, predict the reactants needed to synthesize it. The reactants are: O.O=[C:3]1[NH:8][N:7]=[C:6]([C:9]([OH:11])=O)[CH:5]=[CH:4]1.C(Cl)(Cl)Cl.S(Cl)([Cl:18])=O.[CH:20]1([CH2:24][CH2:25][NH2:26])[CH2:23][CH2:22][CH2:21]1. (2) Given the product [CH3:6][N:7]([CH3:8])[S:30]([C:33]1[C:41]2[C:36](=[CH:37][CH:38]=[C:39]([O:42][CH3:43])[CH:40]=2)[NH:35][C:34]=1[C:53]([NH2:62])=[O:55])(=[O:32])=[O:31], predict the reactants needed to synthesize it. The reactants are: ClC1C=C2[C:8](=CC=1)[N:7](S(C1C=CC=CC=1)(=O)=O)[C:6](C(OCC)=O)=C2S(Cl)(=O)=O.Cl[S:30]([C:33]1[C:41]2[C:36](=[CH:37][CH:38]=[C:39]([O:42][CH3:43])[CH:40]=2)[N:35](S(C2C=CC=CC=2)(=O)=O)[C:34]=1[C:53]([O:55]CC)=O)(=[O:32])=[O:31].Cl.CN.C[NH:62]C.